From a dataset of Reaction yield outcomes from USPTO patents with 853,638 reactions. Predict the reaction yield, written as a fraction of the theoretical maximum amount of product (1.0 means a 100% yield; for example, 0.34 means a 34% yield). (1) The reactants are [CH2:1]([N:3]1[CH:7]=[C:6]([C:8]2[CH:9]=[C:10]([CH:12]=[CH:13][CH:14]=2)[NH2:11])[C:5]([C:15]2[CH:20]=[CH:19][N:18]=[CH:17][CH:16]=2)=[N:4]1)[CH3:2].[Br:21][C:22]1[CH:27]=[CH:26][C:25]([N:28]=[C:29]=[O:30])=[CH:24][CH:23]=1. The catalyst is C(Cl)Cl. The product is [Br:21][C:22]1[CH:27]=[CH:26][C:25]([NH:28][C:29]([NH:11][C:10]2[CH:12]=[CH:13][CH:14]=[C:8]([C:6]3[C:5]([C:15]4[CH:16]=[CH:17][N:18]=[CH:19][CH:20]=4)=[N:4][N:3]([CH2:1][CH3:2])[CH:7]=3)[CH:9]=2)=[O:30])=[CH:24][CH:23]=1. The yield is 0.750. (2) The reactants are [Cl:1][C:2]1[CH:7]=[C:6]([F:8])[C:5]([N+:9]([O-:11])=[O:10])=[CH:4][C:3]=1[C:12](=[O:14])[CH3:13].[Se](=O)=O.FC(F)(F)S([O-])(=O)=O.[Yb+3].FC(F)(F)S([O-])(=O)=O.FC(F)(F)S([O-])(=O)=[O:38].[O:43]1CCOC[CH2:44]1. The catalyst is O. The product is [Cl:1][C:2]1[CH:7]=[C:6]([F:8])[C:5]([N+:9]([O-:11])=[O:10])=[CH:4][C:3]=1[CH:12]([OH:14])[C:13]([O:43][CH3:44])=[O:38]. The yield is 0.420. (3) The reactants are [NH2:1][C:2]1[CH:3]=[C:4]([CH:10]=[CH:11][N:12]=1)[C:5]([O:7][CH2:8][CH3:9])=[O:6].[CH3:13][S:14](Cl)(=[O:16])=[O:15]. The catalyst is N1C=CC=CC=1. The product is [CH3:13][S:14]([NH:1][C:2]1[CH:3]=[C:4]([CH:10]=[CH:11][N:12]=1)[C:5]([O:7][CH2:8][CH3:9])=[O:6])(=[O:16])=[O:15]. The yield is 0.880. (4) The reactants are [CH3:1][C:2]1([CH3:16])[C:6]([CH3:8])([CH3:7])[O:5][B:4]([C:9]2[CH:14]=[CH:13][C:12]([OH:15])=[CH:11][CH:10]=2)[O:3]1.[H-].[Na+].[CH3:19][O:20][CH2:21][CH2:22]Br. The catalyst is CN(C=O)C. The product is [CH3:19][O:20][CH2:21][CH2:22][O:15][C:12]1[CH:13]=[CH:14][C:9]([B:4]2[O:3][C:2]([CH3:16])([CH3:1])[C:6]([CH3:7])([CH3:8])[O:5]2)=[CH:10][CH:11]=1. The yield is 0.600. (5) The reactants are O=S(Cl)Cl.[CH:5]1([C:15]([OH:17])=O)[C:14]2[C:9](=[CH:10][CH:11]=[CH:12][CH:13]=2)[CH2:8][CH2:7][CH2:6]1.[CH3:18][O:19][C:20]1[CH:25]=[CH:24][C:23]([NH:26][CH3:27])=[CH:22][CH:21]=1. The catalyst is C(Cl)Cl. The product is [CH3:18][O:19][C:20]1[CH:25]=[CH:24][C:23]([N:26]([CH3:27])[C:15]([CH:5]2[C:14]3[C:9](=[CH:10][CH:11]=[CH:12][CH:13]=3)[CH2:8][CH2:7][CH2:6]2)=[O:17])=[CH:22][CH:21]=1. The yield is 0.630. (6) The reactants are Br[C:2]1[CH:3]=[C:4]2[C:9](=[CH:10][C:11]=1[F:12])[N:8]=[CH:7][CH:6]=[CH:5]2.[C:13]([O-:16])(=[O:15])[CH3:14].[Br-].[C:18]([Zn+2])([CH3:21])([CH3:20])[CH3:19]. The catalyst is C1COCC1.C1C=CC([P]([Pd]([P](C2C=CC=CC=2)(C2C=CC=CC=2)C2C=CC=CC=2)([P](C2C=CC=CC=2)(C2C=CC=CC=2)C2C=CC=CC=2)[P](C2C=CC=CC=2)(C2C=CC=CC=2)C2C=CC=CC=2)(C2C=CC=CC=2)C2C=CC=CC=2)=CC=1. The product is [C:18]([O:15][C:13](=[O:16])[CH2:14][C:2]1[CH:3]=[C:4]2[C:9](=[CH:10][C:11]=1[F:12])[N:8]=[CH:7][CH:6]=[CH:5]2)([CH3:21])([CH3:20])[CH3:19]. The yield is 0.625. (7) The reactants are C(OC(=O)[CH2:5][N:6]([CH2:23][C:24]1[CH:29]=[CH:28][CH:27]=[CH:26][CH:25]=1)[C:7]([C:9]1([NH:12][C:13](OCC2C=CC=CC=2)=[O:14])[CH2:11][CH2:10]1)=[O:8])C.[H][H]. The catalyst is [C].[Pd].C(O)C. The product is [CH2:23]([N:6]1[C:7](=[O:8])[C:9]2([CH2:11][CH2:10]2)[NH:12][C:13](=[O:14])[CH2:5]1)[C:24]1[CH:29]=[CH:28][CH:27]=[CH:26][CH:25]=1. The yield is 1.00. (8) The reactants are F[C:2]1[C:7]([F:8])=[CH:6][C:5]([F:9])=[CH:4][N:3]=1.[C:10]([O:18][CH2:19][CH3:20])(=[O:17])[CH2:11][C:12]([O:14][CH2:15][CH3:16])=[O:13].C(=O)([O-])[O-].[Cs+].[Cs+]. The catalyst is CS(C)=O.C(OCC)(=O)C. The product is [CH2:15]([O:14][C:12](=[O:13])[CH:11]([C:2]1[C:7]([F:8])=[CH:6][C:5]([F:9])=[CH:4][N:3]=1)[C:10]([O:18][CH2:19][CH3:20])=[O:17])[CH3:16]. The yield is 0.850.